From a dataset of Forward reaction prediction with 1.9M reactions from USPTO patents (1976-2016). Predict the product of the given reaction. (1) Given the reactants [CH3:1][C:2]1[CH:7]=[CH:6][C:5]([C:8]2[O:9][C:10]([CH3:13])=[N:11][N:12]=2)=[CH:4][C:3]=1[C:14]1[CH:19]=[CH:18][C:17]([C:20](O)=[O:21])=[CH:16][CH:15]=1.C1C=CC2N(O)N=NC=2C=1.Cl.CN(C)CCCN=C=NCC.[CH3:45][CH:46]([CH:48]([NH2:52])[CH:49]([CH3:51])[CH3:50])[CH3:47], predict the reaction product. The product is: [CH3:45][CH:46]([CH:48]([NH:52][C:20]([C:17]1[CH:18]=[CH:19][C:14]([C:3]2[CH:4]=[C:5]([C:8]3[O:9][C:10]([CH3:13])=[N:11][N:12]=3)[CH:6]=[CH:7][C:2]=2[CH3:1])=[CH:15][CH:16]=1)=[O:21])[CH:49]([CH3:51])[CH3:50])[CH3:47]. (2) Given the reactants [Br:1][C:2]1[CH:7]=[CH:6][N:5]=[C:4]2[N:8]([S:12]([C:15]3[CH:21]=[CH:20][C:18]([CH3:19])=[CH:17][CH:16]=3)(=[O:14])=[O:13])[C:9](I)=[CH:10][C:3]=12.CC1(C)C(C)(C)OB([C:30]2[CH:35]=[CH:34][C:33]([N:36]3[CH2:41][CH2:40][O:39][CH2:38][CH2:37]3)=[CH:32][CH:31]=2)O1.C([O-])(O)=O.[Na+], predict the reaction product. The product is: [Br:1][C:2]1[CH:7]=[CH:6][N:5]=[C:4]2[N:8]([S:12]([C:15]3[CH:21]=[CH:20][C:18]([CH3:19])=[CH:17][CH:16]=3)(=[O:14])=[O:13])[C:9]([C:30]3[CH:31]=[CH:32][C:33]([N:36]4[CH2:37][CH2:38][O:39][CH2:40][CH2:41]4)=[CH:34][CH:35]=3)=[CH:10][C:3]=12. (3) Given the reactants FC(F)(F)S(O[C:7]1[CH2:12][CH2:11][N:10]([C:13]([O:15][C:16]([CH3:19])([CH3:18])[CH3:17])=[O:14])[CH2:9][CH:8]=1)(=O)=O.[F:22][C:23]([F:38])([F:37])[C:24]1[CH:25]=[C:26](B(O)O)[CH:27]=[C:28]([C:30]([F:33])([F:32])[F:31])[CH:29]=1.C([O-])([O-])=O.[Na+].[Na+], predict the reaction product. The product is: [F:22][C:23]([F:37])([F:38])[C:24]1[CH:25]=[C:26]([C:7]2[CH2:12][CH2:11][N:10]([C:13]([O:15][C:16]([CH3:17])([CH3:18])[CH3:19])=[O:14])[CH2:9][CH:8]=2)[CH:27]=[C:28]([C:30]([F:31])([F:32])[F:33])[CH:29]=1. (4) Given the reactants C1(S([N:10]2[C:14]3=[N:15][CH:16]=[C:17]([S:19]([CH3:22])(=[O:21])=[O:20])[CH:18]=[C:13]3[CH:12]=[C:11]2[C:23]2[CH:28]=[CH:27][CH:26]=[CH:25][N:24]=2)(=O)=O)C=CC=CC=1.[OH-].[K+].O, predict the reaction product. The product is: [CH3:22][S:19]([C:17]1[CH:18]=[C:13]2[CH:12]=[C:11]([C:23]3[CH:28]=[CH:27][CH:26]=[CH:25][N:24]=3)[NH:10][C:14]2=[N:15][CH:16]=1)(=[O:21])=[O:20]. (5) Given the reactants [NH2:1][C:2]1[C:3]([C:7]2[NH:24][C:10]3=[CH:11][C:12]4[C:13]([CH3:23])([CH3:22])[C:14](=[O:21])[N:15]([CH:18]([CH3:20])[CH3:19])[C:16]=4[CH:17]=[C:9]3[N:8]=2)=[N:4][NH:5][CH:6]=1.[O:25]1[CH:29]=[CH:28][CH:27]=[C:26]1[C:30](Cl)=[O:31], predict the reaction product. The product is: [CH:18]([N:15]1[C:16]2[CH:17]=[C:9]3[N:8]=[C:7]([C:3]4[C:2]([NH:1][C:30]([C:26]5[O:25][CH:29]=[CH:28][CH:27]=5)=[O:31])=[CH:6][NH:5][N:4]=4)[NH:24][C:10]3=[CH:11][C:12]=2[C:13]([CH3:22])([CH3:23])[C:14]1=[O:21])([CH3:19])[CH3:20]. (6) Given the reactants [CH3:1][C:2]1[CH:3]=[C:4]([NH:16][C:17]2[C:27]3[CH:26]=[C:25]([C:28]([O:30]C)=[O:29])[CH2:24][CH2:23][NH:22][C:21]=3[N:20]=[CH:19][N:18]=2)[CH:5]=[CH:6][C:7]=1[O:8][C:9]1[CH:10]=[N:11][C:12]([CH3:15])=[CH:13][CH:14]=1.[OH-].[Na+].Cl, predict the reaction product. The product is: [CH3:1][C:2]1[CH:3]=[C:4]([NH:16][C:17]2[C:27]3[CH:26]=[C:25]([C:28]([OH:30])=[O:29])[CH2:24][CH2:23][NH:22][C:21]=3[N:20]=[CH:19][N:18]=2)[CH:5]=[CH:6][C:7]=1[O:8][C:9]1[CH:10]=[N:11][C:12]([CH3:15])=[CH:13][CH:14]=1. (7) Given the reactants [C:1]([O:4][C@@H:5]1[C@@H:18]([O:19][C:20](=[O:22])[CH3:21])[C@H:17]([O:23][C:24](=[O:26])[CH3:25])[CH2:16][S:15][C@H:6]1[O:7][C:8]1[C:9](Br)=[N:10][CH:11]=[CH:12][CH:13]=1)(=[O:3])[CH3:2].[F:27][C:28]1[CH:33]=[CH:32][C:31](B(O)O)=[CH:30][CH:29]=1, predict the reaction product. The product is: [C:1]([O:4][C@@H:5]1[C@@H:18]([O:19][C:20](=[O:22])[CH3:21])[C@H:17]([O:23][C:24](=[O:26])[CH3:25])[CH2:16][S:15][C@H:6]1[O:7][C:8]1[C:9]([C:31]2[CH:32]=[CH:33][C:28]([F:27])=[CH:29][CH:30]=2)=[N:10][CH:11]=[CH:12][CH:13]=1)(=[O:3])[CH3:2]. (8) Given the reactants C[O:2][C:3]([C:5]1[C:6]([CH:23]([CH3:25])[CH3:24])=[N:7][C:8]2[C:13]([C:14]=1[C:15]1[CH:20]=[CH:19][CH:18]=[CH:17][C:16]=1[F:21])=[CH:12][CH:11]=[C:10]([Cl:22])[CH:9]=2)=[O:4].[OH-].[Na+], predict the reaction product. The product is: [Cl:22][C:10]1[CH:9]=[C:8]2[C:13]([C:14]([C:15]3[CH:20]=[CH:19][CH:18]=[CH:17][C:16]=3[F:21])=[C:5]([C:3]([OH:4])=[O:2])[C:6]([CH:23]([CH3:24])[CH3:25])=[N:7]2)=[CH:12][CH:11]=1. (9) Given the reactants [CH2:1]1[O:18][CH2:17][CH2:16][O:15][CH2:14][CH2:13][O:12][CH2:11][CH2:10]OCCOCCOC1.CO[C:21]1C(O)=C[C:24]([O:28][CH3:29])=[CH:23][C:22]=1[N+:30]([O-:32])=[O:31].BrCC(OCC)=[O:36], predict the reaction product. The product is: [CH3:29][O:28][C:24]1[CH:23]=[C:22]([N+:30]([O-:32])=[O:31])[CH:21]=[C:17]([O:18][CH3:1])[C:16]=1[O:15][CH2:14][C:13]([O:12][CH2:11][CH3:10])=[O:36]. (10) Given the reactants [CH2:1]([S:3]([N:6]1[CH2:11][CH2:10][CH:9]([C:12]2[C:20]3[C:15](=[C:16]([C:30]([NH2:32])=[O:31])[CH:17]=[C:18](B4OC(C)(C)C(C)(C)O4)[CH:19]=3)[NH:14][CH:13]=2)[CH2:8][CH2:7]1)(=[O:5])=[O:4])[CH3:2].Br[C:34]1[CH:39]=[CH:38][CH:37]=[C:36]([CH3:40])[CH:35]=1.C(=O)([O-])[O-].[Cs+].[Cs+], predict the reaction product. The product is: [CH2:1]([S:3]([N:6]1[CH2:7][CH2:8][CH:9]([C:12]2[C:20]3[C:15](=[C:16]([C:30]([NH2:32])=[O:31])[CH:17]=[C:18]([C:34]4[CH:39]=[CH:38][CH:37]=[C:36]([CH3:40])[CH:35]=4)[CH:19]=3)[NH:14][CH:13]=2)[CH2:10][CH2:11]1)(=[O:4])=[O:5])[CH3:2].